From a dataset of Reaction yield outcomes from USPTO patents with 853,638 reactions. Predict the reaction yield, written as a fraction of the theoretical maximum amount of product (1.0 means a 100% yield; for example, 0.34 means a 34% yield). (1) The reactants are [OH:1][CH2:2][CH2:3][O:4][C:5]1[CH:10]=[CH:9][C:8]([CH2:11][CH2:12][CH2:13][CH2:14][N:15]2C(=O)C3=CC=CC=C3C2=O)=[CH:7][CH:6]=1. The catalyst is CN.CO. The product is [OH:1][CH2:2][CH2:3][O:4][C:5]1[CH:10]=[CH:9][C:8]([CH2:11][CH2:12][CH2:13][CH2:14][NH2:15])=[CH:7][CH:6]=1. The yield is 0.350. (2) The reactants are C1C=CC(P(C2C=CC=CC=2)C2C=CC=CC=2)=CC=1.[Cl:20][C:21]1[CH:22]=[CH:23][C:24]([OH:27])=[N:25][CH:26]=1.C1C=CC(COC(/N=N/C(OCC2C=CC=CC=2)=O)=O)=CC=1.[CH2:50]([N:57]1[CH2:61][CH:60]([C:62]2[CH:67]=[CH:66][C:65]([Cl:68])=[C:64]([Cl:69])[CH:63]=2)[CH:59]([CH:70](O)[CH3:71])[CH2:58]1)[C:51]1[CH:56]=[CH:55][CH:54]=[CH:53][CH:52]=1. The catalyst is C1COCC1. The product is [CH2:50]([N:57]1[CH2:61][CH:60]([C:62]2[CH:67]=[CH:66][C:65]([Cl:68])=[C:64]([Cl:69])[CH:63]=2)[CH:59]([CH:70]([O:27][C:24]2[CH:23]=[CH:22][C:21]([Cl:20])=[CH:26][N:25]=2)[CH3:71])[CH2:58]1)[C:51]1[CH:52]=[CH:53][CH:54]=[CH:55][CH:56]=1. The yield is 0.870. (3) The reactants are Cl.[C:2]([C:5]1[C:6]([CH:16]2[CH2:19][CH2:18][CH2:17]2)=[CH:7][C:8]([CH3:15])=[C:9]([CH:14]=1)[C:10]([O:12][CH3:13])=[O:11])(=[NH:4])[NH2:3].Br[CH2:21][C:22](=O)[CH2:23][CH3:24].C(=O)([O-])[O-].[K+].[K+]. The catalyst is C(#N)C.C(OCC)(=O)C. The product is [CH:16]1([C:6]2[C:5]([C:2]3[NH:3][C:22]([CH2:23][CH3:24])=[CH:21][N:4]=3)=[CH:14][C:9]([C:10]([O:12][CH3:13])=[O:11])=[C:8]([CH3:15])[CH:7]=2)[CH2:17][CH2:18][CH2:19]1. The yield is 0.830.